From a dataset of Catalyst prediction with 721,799 reactions and 888 catalyst types from USPTO. Predict which catalyst facilitates the given reaction. (1) Reactant: [Cl:1][C:2]1[CH:32]=[CH:31][C:5]2[S:6][C:7]([S:10]([NH:13][C:14]3[CH:19]=[CH:18][C:17]([CH:20]4[CH2:23][N:22]([C:24]([O:26][C:27]([CH3:30])([CH3:29])[CH3:28])=[O:25])[CH2:21]4)=[CH:16][CH:15]=3)(=[O:12])=[O:11])=[C:8]([CH3:9])[C:4]=2[CH:3]=1.[H-].[Na+].[CH3:35]I. Product: [Cl:1][C:2]1[CH:32]=[CH:31][C:5]2[S:6][C:7]([S:10]([N:13]([C:14]3[CH:19]=[CH:18][C:17]([CH:20]4[CH2:21][N:22]([C:24]([O:26][C:27]([CH3:29])([CH3:28])[CH3:30])=[O:25])[CH2:23]4)=[CH:16][CH:15]=3)[CH3:35])(=[O:11])=[O:12])=[C:8]([CH3:9])[C:4]=2[CH:3]=1. The catalyst class is: 1. (2) Reactant: [CH:1]([C:4]1[O:8][C:7]([C:9]2[CH:14]=[CH:13][C:12]([CH3:15])=[CH:11][CH:10]=2)=[N:6][C:5]=1[C:16](OCC)=[O:17])([CH3:3])[CH3:2].[H-].[Al+3].[Li+].[H-].[H-].[H-].Cl. Product: [CH:1]([C:4]1[O:8][C:7]([C:9]2[CH:14]=[CH:13][C:12]([CH3:15])=[CH:11][CH:10]=2)=[N:6][C:5]=1[CH2:16][OH:17])([CH3:3])[CH3:2]. The catalyst class is: 7. (3) Reactant: [N:1]([O-])=O.[Na+].[NH2:5][C:6]1[CH:14]=[C:13]([Br:15])[CH:12]=[CH:11][C:7]=1[C:8]([OH:10])=[O:9].[Sn](Cl)[Cl:17]. Product: [ClH:17].[Br:15][C:13]1[CH:12]=[CH:11][C:7]([C:8]([OH:10])=[O:9])=[C:6]([NH:5][NH2:1])[CH:14]=1. The catalyst class is: 223. (4) Reactant: N1C=CC=CC=1.Cl.[C:8]1([CH3:28])[CH:13]=[C:12]([CH3:14])[CH:11]=[C:10]([CH3:15])[C:9]=1[NH:16][CH:17]=[N:18][C:19]1[C:24]([CH3:25])=[CH:23][C:22]([CH3:26])=[CH:21][C:20]=1[CH3:27]. Product: [C:20]1([CH3:27])[CH:21]=[C:22]([CH3:26])[CH:23]=[C:24]([CH3:25])[C:19]=1[NH:18][CH:17]=[N:16][C:9]1[C:8]([CH3:28])=[CH:13][C:12]([CH3:14])=[CH:11][C:10]=1[CH3:15]. The catalyst class is: 6. (5) Reactant: [OH:1][CH2:2][CH2:3][NH:4][C:5]1[CH2:9][S:8][C:7](=[O:10])[N:6]=1.[F:11][C:12]([F:33])([F:32])[C:13]1[CH:27]=[C:26]([C:28]([F:31])([F:30])[F:29])[CH:25]=[CH:24][C:14]=1[CH2:15][N:16]1[CH2:21][CH2:20][CH:19]([CH:22]=O)[CH2:18][CH2:17]1.C([O-])(=O)C.[NH2+]1CCCCC1. Product: [F:33][C:12]([F:11])([F:32])[C:13]1[CH:27]=[C:26]([C:28]([F:31])([F:30])[F:29])[CH:25]=[CH:24][C:14]=1[CH2:15][N:16]1[CH2:21][CH2:20][CH:19](/[CH:22]=[C:9]2/[C:5]([NH:4][CH2:3][CH2:2][OH:1])=[N:6][C:7](=[O:10])[S:8]/2)[CH2:18][CH2:17]1. The catalyst class is: 41.